This data is from Forward reaction prediction with 1.9M reactions from USPTO patents (1976-2016). The task is: Predict the product of the given reaction. Given the reactants [NH2:1][OH:2].O.[C:4]([N:7]1[C:15]2[C:10](=[CH:11][C:12]([Br:20])=[C:13]([S:16](Cl)(=[O:18])=[O:17])[CH:14]=2)[CH2:9][CH2:8]1)(=[O:6])[CH3:5], predict the reaction product. The product is: [C:4]([N:7]1[C:15]2[C:10](=[CH:11][C:12]([Br:20])=[C:13]([S:16]([NH:1][OH:2])(=[O:18])=[O:17])[CH:14]=2)[CH2:9][CH2:8]1)(=[O:6])[CH3:5].